From a dataset of Catalyst prediction with 721,799 reactions and 888 catalyst types from USPTO. Predict which catalyst facilitates the given reaction. (1) Product: [Cl:1][C:2]1[CH:3]=[CH:4][C:5]([CH2:8][N:9]2[C:17]3[C:16](=[O:18])[N:15]([CH2:19][CH2:20][CH2:21][OH:22])[C:14](=[O:29])[N:13]([CH3:30])[C:12]=3[N:11]=[C:10]2[O:31][CH2:32][CH2:33][O:34][C:35]2[CH:40]=[CH:39][CH:38]=[C:37]([O:41][C:42]([F:45])([F:43])[F:44])[CH:36]=2)=[N:6][CH:7]=1. Reactant: [Cl:1][C:2]1[CH:3]=[CH:4][C:5]([CH2:8][N:9]2[C:17]3[C:16](=[O:18])[N:15]([CH2:19][CH2:20][CH2:21][O:22]C4CCCCO4)[C:14](=[O:29])[N:13]([CH3:30])[C:12]=3[N:11]=[C:10]2[O:31][CH2:32][CH2:33][O:34][C:35]2[CH:40]=[CH:39][CH:38]=[C:37]([O:41][C:42]([F:45])([F:44])[F:43])[CH:36]=2)=[N:6][CH:7]=1.C(Cl)(=O)C. The catalyst class is: 8. (2) Reactant: [CH2:1]([O:3][C:4]([C:6]1[N:7]=[N:8][N:9]([CH2:12][C:13]2[CH:18]=[CH:17][C:16]([O:19][CH3:20])=[CH:15][CH:14]=2)[C:10]=1[OH:11])=[O:5])[CH3:2].C(=O)([O-])[O-].[K+].[K+].Cl[C:28]([F:35])([F:34])C(OCC)=O. Product: [CH2:1]([O:3][C:4]([C:6]1[N:7]=[N:8][N:9]([CH2:12][C:13]2[CH:14]=[CH:15][C:16]([O:19][CH3:20])=[CH:17][CH:18]=2)[C:10]=1[O:11][CH:28]([F:35])[F:34])=[O:5])[CH3:2]. The catalyst class is: 9. (3) Reactant: [NH2:1][CH2:2][C:3]1[CH:8]=[CH:7][N:6]=[CH:5][CH:4]=1.N1C=CC=CC=1.[N+:15]([C:18]1[CH:26]=[CH:25][C:21]([C:22](Cl)=[O:23])=[CH:20][CH:19]=1)([O-:17])=[O:16]. Product: [N+:15]([C:18]1[CH:19]=[CH:20][C:21]([C:22]([NH:1][CH2:2][C:3]2[CH:8]=[CH:7][N:6]=[CH:5][CH:4]=2)=[O:23])=[CH:25][CH:26]=1)([O-:17])=[O:16]. The catalyst class is: 4. (4) Reactant: [C:1]([N:5]([C:18](=[O:36])[C:19]1[CH:24]=[CH:23][C:22]([CH:25]=O)=[C:21]([B:27]2[O:31]C(C)(C)C(C)(C)[O:28]2)[CH:20]=1)[NH:6][C:7](=[O:17])[C:8]1[CH:13]=[CH:12][CH:11]=[C:10]([O:14][CH3:15])[C:9]=1[CH3:16])([CH3:4])([CH3:3])[CH3:2].Cl.[NH2:38]O.[OH-].[Na+]. Product: [C:1]([N:5]([C:18]([C:19]1[CH:24]=[CH:23][C:22]2[CH:25]=[N:38][O:28][B:27]([OH:31])[C:21]=2[CH:20]=1)=[O:36])[NH:6][C:7](=[O:17])[C:8]1[CH:13]=[CH:12][CH:11]=[C:10]([O:14][CH3:15])[C:9]=1[CH3:16])([CH3:4])([CH3:3])[CH3:2]. The catalyst class is: 315. (5) Reactant: [C:1]([C:5]1[N:6]=[C:7]([NH:10]C(=O)OC(C)(C)C)[S:8][CH:9]=1)(=[O:4])[CH2:2][CH3:3].FC(F)(F)C(O)=O. Product: [NH2:10][C:7]1[S:8][CH:9]=[C:5]([C:1](=[O:4])[CH2:2][CH3:3])[N:6]=1. The catalyst class is: 4. (6) The catalyst class is: 89. Product: [ClH:30].[S:27]1[C:23]([C@H:13]2[NH:14][CH2:15][C@H:10]([N:9]([O:8][CH2:1][C:2]3[CH:7]=[CH:6][CH:5]=[CH:4][CH:3]=3)[C:28]([Cl:30])=[O:29])[CH2:11][CH2:12]2)=[N:24][CH:25]=[N:26]1. Reactant: [CH2:1]([O:8][N:9]([C:28]([Cl:30])=[O:29])[C@H:10]1[CH2:15][N:14](C(OC(C)(C)C)=O)[C@H:13]([C:23]2[S:27][N:26]=[CH:25][N:24]=2)[CH2:12][CH2:11]1)[C:2]1[CH:7]=[CH:6][CH:5]=[CH:4][CH:3]=1. (7) Reactant: [Cl:1][C:2]1[CH:3]=[C:4]([C@@H:12]([CH2:31][CH:32]2[CH2:36][CH2:35][CH2:34][CH2:33]2)[C:13]([NH:15][C:16]2[CH:21]=[N:20][C:19]([C:22]#[C:23][C:24]3([OH:30])[CH2:29][CH2:28][O:27][CH2:26][CH2:25]3)=[CH:18][N:17]=2)=[O:14])[CH:5]=[CH:6][C:7]=1[S:8]([CH3:11])(=[O:10])=[O:9]. Product: [Cl:1][C:2]1[CH:3]=[C:4]([C@@H:12]([CH2:31][CH:32]2[CH2:36][CH2:35][CH2:34][CH2:33]2)[C:13]([NH:15][C:16]2[CH:21]=[N:20][C:19]([CH2:22][CH2:23][C:24]3([OH:30])[CH2:29][CH2:28][O:27][CH2:26][CH2:25]3)=[CH:18][N:17]=2)=[O:14])[CH:5]=[CH:6][C:7]=1[S:8]([CH3:11])(=[O:9])=[O:10]. The catalyst class is: 19. (8) Reactant: [CH3:1][C:2]1[N:7]=[C:6]([C:8]#[C:9][C:10]2[CH:11]=[CH:12][C:13]3[C:14]([CH:18]=2)=[N:15][S:16][N:17]=3)[CH:5]=[CH:4][CH:3]=1.C[Si]([N:23]=[N+:24]=[N-:25])(C)C. Product: [CH3:1][C:2]1[N:7]=[C:6]([C:8]2[NH:25][N:24]=[N:23][C:9]=2[C:10]2[CH:11]=[CH:12][C:13]3[C:14]([CH:18]=2)=[N:15][S:16][N:17]=3)[CH:5]=[CH:4][CH:3]=1. The catalyst class is: 3. (9) Reactant: [F:1][C:2]1[CH:3]=[C:4]([CH2:20][OH:21])[CH:5]=[C:6]([F:19])[C:7]=1[O:8][C:9]1[CH:14]=[CH:13][N:12]=[C:11]([C:15]([F:18])([F:17])[F:16])[CH:10]=1.[H-].[Na+].[C:24]([O:28][C:29]([N:31]1[C:39]2[N:34]([C:35](=[O:41])[N:36]=[C:37](Cl)[CH:38]=2)[CH2:33][C@@H:32]1[CH3:42])=[O:30])([CH3:27])([CH3:26])[CH3:25]. Product: [C:24]([O:28][C:29]([N:31]1[C:39]2[N:34]([C:35](=[O:41])[N:36]=[C:37]([O:21][CH2:20][C:4]3[CH:5]=[C:6]([F:19])[C:7]([O:8][C:9]4[CH:14]=[CH:13][N:12]=[C:11]([C:15]([F:16])([F:17])[F:18])[CH:10]=4)=[C:2]([F:1])[CH:3]=3)[CH:38]=2)[CH2:33][C@@H:32]1[CH3:42])=[O:30])([CH3:27])([CH3:25])[CH3:26]. The catalyst class is: 1. (10) Reactant: S(Cl)(Cl)=O.[CH2:5]([O:12][C:13]([NH:15][CH:16]([CH2:28][C:29]1[CH:34]=[CH:33][CH:32]=[CH:31][CH:30]=1)[C:17]([NH:19][CH:20]([P:24](=[O:27])([OH:26])[OH:25])[CH:21]([CH3:23])[CH3:22])=[O:18])=[O:14])[C:6]1[CH:11]=[CH:10][CH:9]=[CH:8][CH:7]=1.[CH3:35][O:36][C:37](=[O:51])[CH:38](O)[CH2:39][CH2:40][CH2:41][NH:42][C:43]([O:45][C:46]([CH3:49])([CH3:48])[CH3:47])=[O:44].C(OCC)(=O)C. Product: [CH3:35][O:36][C:37](=[O:51])[CH:38]([O:27][P:24]([CH:20]([NH:19][C:17](=[O:18])[CH:16]([NH:15][C:13]([O:12][CH2:5][C:6]1[CH:11]=[CH:10][CH:9]=[CH:8][CH:7]=1)=[O:14])[CH2:28][C:29]1[CH:30]=[CH:31][CH:32]=[CH:33][CH:34]=1)[CH:21]([CH3:22])[CH3:23])([OH:26])=[O:25])[CH2:39][CH2:40][CH2:41][NH:42][C:43]([O:45][C:46]([CH3:48])([CH3:47])[CH3:49])=[O:44]. The catalyst class is: 3.